This data is from Forward reaction prediction with 1.9M reactions from USPTO patents (1976-2016). The task is: Predict the product of the given reaction. (1) Given the reactants C1(S(O[CH2:11][CH2:12][C:13]2[C:22]3[C:17](=[CH:18][CH:19]=[C:20]([O:23][CH3:24])[CH:21]=3)[CH:16]=[CH:15][CH:14]=2)(=O)=O)C=CC=CC=1.[C:25]1(=[O:35])[NH:29][C:28](=[O:30])[C:27]2=[CH:31][CH:32]=[CH:33][CH:34]=[C:26]12.[K].CN(C)C=O, predict the reaction product. The product is: [CH3:24][O:23][C:20]1[CH:21]=[C:22]2[C:17]([CH:16]=[CH:15][CH:14]=[C:13]2[CH2:12][CH2:11][N:29]2[C:28](=[O:30])[C:27]3=[CH:31][CH:32]=[CH:33][CH:34]=[C:26]3[C:25]2=[O:35])=[CH:18][CH:19]=1. (2) Given the reactants C[O-].[Na+].[Cl:4][C:5]1[N:10]=[C:9]([Cl:11])[CH:8]=[C:7](Cl)[N:6]=1.O.[C:14](OCC)(=[O:16])C, predict the reaction product. The product is: [Cl:4][C:5]1[N:10]=[C:9]([Cl:11])[CH:8]=[C:7]([O:16][CH3:14])[N:6]=1. (3) Given the reactants [OH:1][CH:2]1[CH2:6][CH2:5][O:4][CH2:3]1.[C:7]1([CH3:17])[CH:12]=[CH:11][C:10]([S:13](Cl)(=[O:15])=[O:14])=[CH:9][CH:8]=1, predict the reaction product. The product is: [O:4]1[CH2:5][CH2:6][CH:2]([O:1][S:13]([C:10]2[CH:11]=[CH:12][C:7]([CH3:17])=[CH:8][CH:9]=2)(=[O:15])=[O:14])[CH2:3]1. (4) Given the reactants [CH3:1][N:2]1[CH2:7][CH2:6][N:5]([CH2:8][C:9]2[CH:33]=[CH:32][C:12]([C:13]([NH:15][C:16]3[CH:21]=[CH:20][C:19]([CH3:22])=[C:18](B4OC(C)(C)C(C)(C)O4)[CH:17]=3)=[O:14])=[CH:11][C:10]=2[C:34]([F:37])([F:36])[F:35])[CH2:4][CH2:3]1.Br[C:39]1[CH:40]=[C:41]2[C:46](=[CH:47][CH:48]=1)[N:45]=[CH:44][N:43]=[CH:42]2.C(=O)([O-])[O-].[Na+].[Na+].C1(P(C2C=CC=CC=2)C2C=CC=CC=2)C=CC=CC=1, predict the reaction product. The product is: [CH3:1][N:2]1[CH2:7][CH2:6][N:5]([CH2:8][C:9]2[CH:33]=[CH:32][C:12]([C:13]([NH:15][C:16]3[CH:21]=[CH:20][C:19]([CH3:22])=[C:18]([C:39]4[CH:40]=[C:41]5[C:46](=[CH:47][CH:48]=4)[N:45]=[CH:44][N:43]=[CH:42]5)[CH:17]=3)=[O:14])=[CH:11][C:10]=2[C:34]([F:37])([F:36])[F:35])[CH2:4][CH2:3]1. (5) Given the reactants [CH2:1]([NH:8][C:9]1[CH:10]=[CH:11][C:12]2[O:16][C:15]([CH:17]([NH:24][C:25]3[CH:30]=[CH:29][C:28]([C:31]([N:33]([CH3:41])[CH2:34][CH2:35][C:36]([O:38]CC)=[O:37])=[O:32])=[CH:27][CH:26]=3)[CH:18]3[CH2:23][CH2:22][CH2:21][CH2:20][CH2:19]3)=[C:14]([CH3:42])[C:13]=2[CH:43]=1)[C:2]1[CH:7]=[CH:6][CH:5]=[CH:4][CH:3]=1.O1CCCC1.[OH-].[Na+], predict the reaction product. The product is: [CH2:1]([NH:8][C:9]1[CH:10]=[CH:11][C:12]2[O:16][C:15]([CH:17]([NH:24][C:25]3[CH:26]=[CH:27][C:28]([C:31]([N:33]([CH3:41])[CH2:34][CH2:35][C:36]([OH:38])=[O:37])=[O:32])=[CH:29][CH:30]=3)[CH:18]3[CH2:19][CH2:20][CH2:21][CH2:22][CH2:23]3)=[C:14]([CH3:42])[C:13]=2[CH:43]=1)[C:2]1[CH:7]=[CH:6][CH:5]=[CH:4][CH:3]=1. (6) Given the reactants C[C:2]1(O)[C:10]2[C:5](=[CH:6][CH:7]=[C:8]([O:11][CH3:12])[CH:9]=2)[CH2:4][CH2:3]1.CC1C=CC(S(O)(=O)=O)=CC=1, predict the reaction product. The product is: [CH3:12][O:11][C:8]1[CH:9]=[C:10]2[C:5](=[CH:6][CH:7]=1)[CH2:4][CH:3]=[CH:2]2. (7) Given the reactants [C:1](#[N:3])[CH3:2].[CH:12]1[CH:17]=[CH:16][C:15](P(N=[N+]=[N-])([C:12]2[CH:13]=[CH:14][CH:15]=[CH:16][CH:17]=2)=O)=[CH:14][CH:13]=1.[C:21](O)(=[O:30])CCC1C=CC=CC=1.[CH3:32][C@H:33]1[CH2:38][NH:37][C@H:36]([CH3:39])[CH2:35][N:34]1[C:40]1[CH:47]=[CH:46][C:43]([C:44]#[N:45])=[C:42]([C:48]([F:51])([F:50])[F:49])[CH:41]=1, predict the reaction product. The product is: [C:44]([C:43]1[CH:46]=[CH:47][C:40]([N:34]2[C@H:33]([CH3:32])[CH2:38][N:37]([C:21]([NH:3][CH2:1][CH2:2][C:12]3[CH:13]=[CH:14][CH:15]=[CH:16][CH:17]=3)=[O:30])[C@@H:36]([CH3:39])[CH2:35]2)=[CH:41][C:42]=1[C:48]([F:51])([F:50])[F:49])#[N:45]. (8) Given the reactants C([Cl:4])(=O)C.[CH3:5][O:6][C:7]([C@H:9]1[CH2:13][CH2:12][C@H:11]([NH:14]C(OC(C)(C)C)=O)[CH2:10]1)=[O:8], predict the reaction product. The product is: [ClH:4].[CH3:5][O:6][C:7]([C@H:9]1[CH2:13][CH2:12][C@H:11]([NH2:14])[CH2:10]1)=[O:8]. (9) The product is: [C:22]([O:21][C:19]([N:8]1[CH2:9][CH2:10][CH:11]([C:12]([O:14][CH2:15][CH3:16])=[O:13])[CH2:17][CH2:18]1)=[O:20])([CH3:25])([CH3:24])[CH3:23]. Given the reactants C(N(CC)CC)C.[NH:8]1[CH2:18][CH2:17][CH:11]([C:12]([O:14][CH2:15][CH3:16])=[O:13])[CH2:10][CH2:9]1.[C:19](O[C:19]([O:21][C:22]([CH3:25])([CH3:24])[CH3:23])=[O:20])([O:21][C:22]([CH3:25])([CH3:24])[CH3:23])=[O:20], predict the reaction product. (10) Given the reactants Cl[C:2]1[C:7]([C:8]([F:11])([F:10])[F:9])=[CH:6][N:5]=[C:4]([NH:12][C:13]2[CH:27]=[CH:26][C:16]([CH2:17][P:18](=[O:25])([O:22][CH2:23][CH3:24])[O:19][CH2:20][CH3:21])=[CH:15][C:14]=2[O:28][CH3:29])[N:3]=1.[NH2:30][C:31]1[CH:32]=[CH:33][C:34]([C:42]2[CH:43]=[N:44][N:45]([CH2:47][CH2:48][CH2:49][OH:50])[CH:46]=2)=[C:35]2[C:39]=1[C:38](=[O:40])[N:37]([CH3:41])[CH2:36]2.C(O)(C(F)(F)F)=O, predict the reaction product. The product is: [OH:50][CH2:49][CH2:48][CH2:47][N:45]1[CH:46]=[C:42]([C:34]2[CH:33]=[CH:32][C:31]([NH:30][C:2]3[C:7]([C:8]([F:10])([F:11])[F:9])=[CH:6][N:5]=[C:4]([NH:12][C:13]4[CH:27]=[CH:26][C:16]([CH2:17][P:18](=[O:25])([O:22][CH2:23][CH3:24])[O:19][CH2:20][CH3:21])=[CH:15][C:14]=4[O:28][CH3:29])[N:3]=3)=[C:39]3[C:35]=2[CH2:36][N:37]([CH3:41])[C:38]3=[O:40])[CH:43]=[N:44]1.